From a dataset of Full USPTO retrosynthesis dataset with 1.9M reactions from patents (1976-2016). Predict the reactants needed to synthesize the given product. (1) Given the product [CH3:19][C:20]1[CH:21]=[C:22]([O:28][CH3:29])[CH:23]=[C:24]([CH3:27])[C:25]=1[S:15][C:12]1[CH:13]=[CH:14][C:9]([O:8][CH3:7])=[C:10]([CH:16]([CH3:18])[CH3:17])[CH:11]=1, predict the reactants needed to synthesize it. The reactants are: CC(C)([O-])C.[K+].[CH3:7][O:8][C:9]1[CH:14]=[CH:13][C:12]([SH:15])=[CH:11][C:10]=1[CH:16]([CH3:18])[CH3:17].[CH3:19][C:20]1[CH:21]=[C:22]([O:28][CH3:29])[CH:23]=[C:24]([CH3:27])[C:25]=1I.C(OCC)(=O)C. (2) Given the product [Cl:2][CH2:3][CH2:4][CH2:5][N:6]([CH3:32])[C:7]([C:9]1[CH:10]=[N:11][N:12]2[CH:17]=[CH:16][C:15]([N:18]3[CH2:22][CH2:21][CH2:20][C@@H:19]3[C:23]3[C:24](=[O:30])[NH:25][CH:26]=[C:27]([F:29])[CH:28]=3)=[N:14][C:13]=12)=[O:8], predict the reactants needed to synthesize it. The reactants are: Cl.[Cl:2][CH2:3][CH2:4][CH2:5][N:6]([CH3:32])[C:7]([C:9]1[CH:10]=[N:11][N:12]2[CH:17]=[CH:16][C:15]([N:18]3[CH2:22][CH2:21][CH2:20][C@@H:19]3[C:23]3[C:24]([O:30]C)=[N:25][CH:26]=[C:27]([F:29])[CH:28]=3)=[N:14][C:13]=12)=[O:8]. (3) Given the product [OH:60][NH:61][C:3](=[O:4])[C@:2]([CH3:1])([S:20]([CH3:23])(=[O:22])=[O:21])[CH2:6][CH2:7][N:8]1[C:12]([CH3:13])=[C:11]([C:14]2[CH:19]=[CH:18][CH:17]=[CH:16][CH:15]=2)[N:10]=[N:9]1, predict the reactants needed to synthesize it. The reactants are: [CH3:1][C@@:2]([S:20]([CH3:23])(=[O:22])=[O:21])([CH2:6][CH2:7][N:8]1[C:12]([CH3:13])=[C:11]([C:14]2[CH:19]=[CH:18][CH:17]=[CH:16][CH:15]=2)[N:10]=[N:9]1)[C:3](O)=[O:4].C[C@@](S(C)(=O)=O)(CCN1C(C2C=CC=CC=2)=C(C)N=N1)C(O)=O.CN1CCOCC1.O1CCCCC1[O:60][NH2:61].C(O)(C(F)(F)F)=O. (4) Given the product [I:1][C:2]1[C:6]([CH2:7][NH:8][S:9]([C:12]2[CH:13]=[CH:14][C:15]([C:18]([F:19])([F:20])[F:21])=[CH:16][CH:17]=2)(=[O:10])=[O:11])=[CH:5][N:4]([CH2:22][O:23][CH3:24])[N:3]=1, predict the reactants needed to synthesize it. The reactants are: [I:1][C:2]1[C:6]([CH:7]=[N:8][S:9]([C:12]2[CH:17]=[CH:16][C:15]([C:18]([F:21])([F:20])[F:19])=[CH:14][CH:13]=2)(=[O:11])=[O:10])=[CH:5][N:4]([CH2:22][O:23][CH3:24])[N:3]=1.[BH4-].[Na+].O. (5) Given the product [Br:31][C:10]1[C:9]([O:19][C:20]2[C:21]([F:30])=[C:22]([F:29])[C:23]([F:28])=[C:24]([F:27])[C:25]=2[F:26])=[C:8]([CH:5]([CH3:6])[CH3:7])[CH:16]=[C:15]2[C:11]=1[CH2:12][CH:13]([CH3:18])[C:14]2=[O:17], predict the reactants needed to synthesize it. The reactants are: [Al+3].[Cl-].[Cl-].[Cl-].[CH:5]([C:8]1[CH:16]=[C:15]2[C:11]([CH2:12][CH:13]([CH3:18])[C:14]2=[O:17])=[CH:10][C:9]=1[O:19][C:20]1[C:25]([F:26])=[C:24]([F:27])[C:23]([F:28])=[C:22]([F:29])[C:21]=1[F:30])([CH3:7])[CH3:6].[Br:31]Br. (6) Given the product [CH3:1][C:2]1[N:7]=[C:6]2[S:8][C:9]3[CH2:14][CH2:13][CH2:12][CH2:11][C:10]=3[C:5]2=[C:4]([C:15]2[CH:20]=[CH:19][C:18]([CH3:21])=[CH:17][CH:16]=2)[C:3]=1[CH:22]([CH2:27][CH2:28][C:29]1[CH:30]=[CH:31][CH:32]=[CH:33][CH:34]=1)[C:23]([OH:25])=[O:24], predict the reactants needed to synthesize it. The reactants are: [CH3:1][C:2]1[N:7]=[C:6]2[S:8][C:9]3[CH2:14][CH2:13][CH2:12][CH2:11][C:10]=3[C:5]2=[C:4]([C:15]2[CH:20]=[CH:19][C:18]([CH3:21])=[CH:17][CH:16]=2)[C:3]=1[CH:22]([CH2:27][CH2:28][C:29]1[CH:34]=[CH:33][CH:32]=[CH:31][CH:30]=1)[C:23]([O:25]C)=[O:24].[OH-].[Na+]. (7) Given the product [CH2:14]([N:18]([CH2:10][C:11]1[C:12]2[C:7](=[CH:6][CH:5]=[CH:4][CH:3]=2)[CH:8]=[CH:9][C:19]=1[OH:20])[CH2:10][C:11]1[C:12]2[C:7](=[CH:6][CH:5]=[CH:4][CH:3]=2)[CH:8]=[CH:9][C:1]=1[OH:2])[CH2:15][CH2:16][CH3:17], predict the reactants needed to synthesize it. The reactants are: [CH2:1]=[O:2].[CH:3]1[C:12]2[C:7](=[CH:8][CH:9]=[CH:10][CH:11]=2)[CH:6]=[CH:5][C:4]=1O.[CH2:14]([NH2:18])[CH2:15][CH2:16][CH3:17].[CH3:19][OH:20]. (8) The reactants are: [CH3:1][O:2][C:3]([C:5]1[C:6]2[CH:7]=[CH:8][NH:9][C:10]=2[CH:11]=[C:12]([Cl:14])[CH:13]=1)=[O:4].[C:15]([O:19][C:20](O[C:20]([O:19][C:15]([CH3:18])([CH3:17])[CH3:16])=[O:21])=[O:21])([CH3:18])([CH3:17])[CH3:16]. Given the product [CH3:1][O:2][C:3]([C:5]1[C:6]2[CH:7]=[CH:8][N:9]([C:20]([O:19][C:15]([CH3:18])([CH3:17])[CH3:16])=[O:21])[C:10]=2[CH:11]=[C:12]([Cl:14])[CH:13]=1)=[O:4], predict the reactants needed to synthesize it. (9) Given the product [NH2:1][C:2]1[N:7]=[C:6]([N:8]2[C:16]3[C:11](=[CH:12][CH:13]=[C:14]([C:47]#[C:46][C:44]([OH:48])([C:39]4[N:40]=[CH:41][CH:42]=[CH:43][N:38]=4)[CH3:45])[CH:15]=3)[C:10]([C:18]([N:20]([CH3:27])[C:21]3[CH:26]=[CH:25][CH:24]=[CH:23][N:22]=3)=[O:19])=[N:9]2)[CH:5]=[CH:4][N:3]=1, predict the reactants needed to synthesize it. The reactants are: [NH2:1][C:2]1[N:7]=[C:6]([N:8]2[C:16]3[C:11](=[CH:12][CH:13]=[C:14](I)[CH:15]=3)[C:10]([C:18]([N:20]([CH3:27])[C:21]3[CH:26]=[CH:25][CH:24]=[CH:23][N:22]=3)=[O:19])=[N:9]2)[CH:5]=[CH:4][N:3]=1.O1C=CN=C1C(O)(C#C)C.[N:38]1[CH:43]=[CH:42][CH:41]=[N:40][C:39]=1[C:44]([OH:48])([C:46]#[CH:47])[CH3:45]. (10) Given the product [CH2:3]([O:5][C:6](=[O:14])[C:7]([CH2:16][CH2:17][C:18]1[S:19][CH:20]=[CH:21][CH:22]=1)([CH3:13])[C:8]([O:10][CH2:11][CH3:12])=[O:9])[CH3:4], predict the reactants needed to synthesize it. The reactants are: [H-].[Na+].[CH2:3]([O:5][C:6](=[O:14])[CH:7]([CH3:13])[C:8]([O:10][CH2:11][CH3:12])=[O:9])[CH3:4].I[CH2:16][CH2:17][C:18]1[S:19][CH:20]=[CH:21][CH:22]=1.